Task: Predict which catalyst facilitates the given reaction.. Dataset: Catalyst prediction with 721,799 reactions and 888 catalyst types from USPTO (1) Reactant: [Cl:1][C:2]1[CH:3]=[C:4]([C:8]2[CH:13]=[CH:12][C:11]([CH2:14][C@@H:15]([NH:22][C:23](=[O:29])[C:24](OCC)=[O:25])[CH2:16][C:17]([O:19][CH2:20][CH3:21])=[O:18])=[CH:10][CH:9]=2)[CH:5]=[CH:6][CH:7]=1.[NH2:30][NH2:31]. Product: [Cl:1][C:2]1[CH:3]=[C:4]([C:8]2[CH:13]=[CH:12][C:11]([CH2:14][C@@H:15]([NH:22][C:23](=[O:29])[C:24]([NH:30][NH2:31])=[O:25])[CH2:16][C:17]([O:19][CH2:20][CH3:21])=[O:18])=[CH:10][CH:9]=2)[CH:5]=[CH:6][CH:7]=1. The catalyst class is: 5. (2) Reactant: [CH3:1][O:2][C:3]1[CH:4]=[C:5]2[C:10](=[CH:11][C:12]=1[O:13][CH3:14])[N:9]=[CH:8][N:7]=[C:6]2[O:15][C:16]1[CH:22]=[CH:21][C:19]([NH2:20])=[CH:18][CH:17]=1.ClC(Cl)(O[C:27](=[O:33])[O:28][C:29](Cl)(Cl)Cl)Cl.[Cl:35][C:36]1[CH:41]=[CH:40][CH:39]=[CH:38][C:37]=1CO.C(=O)(O)[O-].[Na+]. Product: [CH3:1][O:2][C:3]1[CH:4]=[C:5]2[C:10](=[CH:11][C:12]=1[O:13][CH3:14])[N:9]=[CH:8][N:7]=[C:6]2[O:15][C:16]1[CH:22]=[CH:21][C:19]([NH:20][C:27](=[O:33])[O:28][CH2:29][C:37]2[CH:38]=[CH:39][CH:40]=[CH:41][C:36]=2[Cl:35])=[CH:18][CH:17]=1. The catalyst class is: 208. (3) Reactant: O.[NH2:2][NH2:3].[CH:4]1([C:7]2[N:8]=[N:9][S:10][C:11]=2[C:12]([O:14]C)=O)[CH2:6][CH2:5]1. Product: [CH:4]1([C:7]2[N:8]=[N:9][S:10][C:11]=2[C:12]([NH:2][NH2:3])=[O:14])[CH2:6][CH2:5]1. The catalyst class is: 8. (4) Reactant: [CH:1]1([NH:4][C:5](=[O:12])[C:6]2[CH:11]=[CH:10][CH:9]=[CH:8][CH:7]=2)[CH2:3][CH2:2]1.N1C(C)=CC=CC=1C.C(Cl)(=O)C(Cl)=O.[Cl:27][C:28]1[CH:33]=[CH:32][CH:31]=[C:30]([Cl:34])[C:29]=1[C:35]([NH:37][C@H:38]([C:56]([O:58][CH3:59])=[O:57])[CH2:39][C:40]1[CH:45]=[CH:44][C:43]([O:46][CH2:47][CH2:48][C:49]2[CH:54]=[CH:53][CH:52]=[CH:51][N+:50]=2[O-])=[CH:42][CH:41]=1)=[O:36]. Product: [CH:1]1([N:4]([C:5]([C:6]2[CH:11]=[CH:10][CH:9]=[CH:8][CH:7]=2)=[O:12])[C:51]2[N:50]=[C:49]([CH2:48][CH2:47][O:46][C:43]3[CH:44]=[CH:45][C:40]([CH2:39][C@@H:38]([C:56]([O:58][CH3:59])=[O:57])[NH:37][C:35]([C:29]4[C:30]([Cl:34])=[CH:31][CH:32]=[CH:33][C:28]=4[Cl:27])=[O:36])=[CH:41][CH:42]=3)[CH:54]=[CH:53][CH:52]=2)[CH2:2][CH2:3]1. The catalyst class is: 2. (5) Reactant: [CH2:1]([O:8][C:9]([C@H:11]1[CH2:15][CH2:14][CH2:13][N:12]1[C:16](=[O:19])[CH:17]=[CH2:18])=[O:10])[C:2]1[CH:7]=[CH:6][CH:5]=[CH:4][CH:3]=1.[CH2:20]([NH2:23])[CH2:21][CH3:22]. The catalyst class is: 10. Product: [CH2:1]([O:8][C:9]([C@H:11]1[CH2:15][CH2:14][CH2:13][N:12]1[C:16](=[O:19])[CH2:17][CH2:18][N:23]([CH2:18][CH2:17][C:16]([N:12]1[CH2:13][CH2:14][CH2:15][C@@H:11]1[C:9]([O:8][CH2:1][C:2]1[CH:3]=[CH:4][CH:5]=[CH:6][CH:7]=1)=[O:10])=[O:19])[CH2:20][CH2:21][CH3:22])=[O:10])[C:2]1[CH:3]=[CH:4][CH:5]=[CH:6][CH:7]=1.